From a dataset of Full USPTO retrosynthesis dataset with 1.9M reactions from patents (1976-2016). Predict the reactants needed to synthesize the given product. (1) Given the product [Cl:1][C:2]1[CH:10]=[C:9]2[C:5]([CH:6]=[CH:7][N:8]2[C:12]2[CH:17]=[CH:16][C:15]([CH3:18])=[CH:14][CH:13]=2)=[CH:4][CH:3]=1, predict the reactants needed to synthesize it. The reactants are: [Cl:1][C:2]1[CH:10]=[C:9]2[C:5]([CH:6]=[CH:7][NH:8]2)=[CH:4][CH:3]=1.I[C:12]1[CH:17]=[CH:16][C:15]([CH3:18])=[CH:14][CH:13]=1. (2) Given the product [F:32][C:33]1[CH:38]=[CH:37][C:36](/[CH:39]=[CH:40]/[C:2]2[C:10]3[C:5](=[CH:6][CH:7]=[C:8]([NH:11][S:12]([C:15]4[CH:20]=[CH:19][CH:18]=[CH:17][C:16]=4[S:21]([CH3:24])(=[O:22])=[O:23])(=[O:13])=[O:14])[CH:9]=3)[NH:4][N:3]=2)=[CH:35][CH:34]=1, predict the reactants needed to synthesize it. The reactants are: I[C:2]1[C:10]2[C:5](=[CH:6][CH:7]=[C:8]([NH:11][S:12]([C:15]3[CH:20]=[CH:19][CH:18]=[CH:17][C:16]=3[S:21]([CH3:24])(=[O:23])=[O:22])(=[O:14])=[O:13])[CH:9]=2)[N:4](C(OC(C)(C)C)=O)[N:3]=1.[F:32][C:33]1[CH:38]=[CH:37][C:36](/[CH:39]=[CH:40]/B(O)O)=[CH:35][CH:34]=1.C(=O)([O-])O.[Na+]. (3) Given the product [NH2:47][C:43]1[CH:42]=[C:41]([N:48]2[CH2:53][CH2:52][N:51]([C:15]([O:13][N:12]=[C:6]3[CH2:7][CH2:8][CH2:9][CH2:10][CH2:11][CH:5]3[C:3]([O:2][CH3:1])=[O:4])=[O:16])[CH2:50][CH2:49]2)[C:40]2[C:45](=[CH:46][C:37]([Cl:36])=[CH:38][CH:39]=2)[N:44]=1, predict the reactants needed to synthesize it. The reactants are: [CH3:1][O:2][C:3]([CH:5]1[CH2:11][CH2:10][CH2:9][CH2:8][CH2:7][C:6]1=[N:12][OH:13])=[O:4].Cl[C:15](OC1C=CC([N+]([O-])=O)=CC=1)=[O:16].C(N(C(C)C)CC)(C)C.[Cl:36][C:37]1[CH:46]=[C:45]2[C:40]([C:41]([N:48]3[CH2:53][CH2:52][NH:51][CH2:50][CH2:49]3)=[CH:42][C:43]([NH2:47])=[N:44]2)=[CH:39][CH:38]=1. (4) The reactants are: Cl.[NH2:2][CH:3]1[CH2:8][CH2:7][N:6]([CH2:9][CH2:10][N:11]2[C:20]3[C:15](=[N:16][CH:17]=[C:18]([O:21][CH3:22])[CH:19]=3)[CH:14]=[CH:13][C:12]2=[O:23])[CH2:5][CH2:4]1.C([BH3-])#N.[Na+].[F:28][C:29]1[CH:30]=[C:31]([CH:34]=[CH:35][C:36]=1[CH3:37])[CH:32]=O.C[O-].[Na+].CO.C(=O)([O-])O.[Na+]. Given the product [F:28][C:29]1[CH:30]=[C:31]([CH:34]=[CH:35][C:36]=1[CH3:37])[CH2:32][NH:2][CH:3]1[CH2:4][CH2:5][N:6]([CH2:9][CH2:10][N:11]2[C:20]3[C:15](=[N:16][CH:17]=[C:18]([O:21][CH3:22])[CH:19]=3)[CH:14]=[CH:13][C:12]2=[O:23])[CH2:7][CH2:8]1, predict the reactants needed to synthesize it. (5) Given the product [CH2:16]([N:19]([CH2:20][CH:21]=[CH2:22])[C:9](=[O:10])[O:11][C:12]([CH3:13])([CH3:14])[CH3:15])[CH:17]=[CH2:18], predict the reactants needed to synthesize it. The reactants are: [C:9](O[C:9]([O:11][C:12]([CH3:15])([CH3:14])[CH3:13])=[O:10])([O:11][C:12]([CH3:15])([CH3:14])[CH3:13])=[O:10].[CH2:16]([NH:19][CH2:20][CH:21]=[CH2:22])[CH:17]=[CH2:18].